This data is from Catalyst prediction with 721,799 reactions and 888 catalyst types from USPTO. The task is: Predict which catalyst facilitates the given reaction. (1) Reactant: [CH:1](=O)[CH2:2][CH2:3][CH2:4][CH2:5][CH2:6][CH2:7][CH2:8][CH3:9].[ClH:11].Cl.[CH3:13][O:14][C:15]1[CH:20]=[CH:19][C:18]([C:21]([CH3:24])([CH3:23])[CH3:22])=[CH:17][C:16]=1[NH:25][C:26]([NH:28][C:29]([NH2:31])=[NH:30])=[NH:27]. Product: [ClH:11].[CH2:2]([CH:1]1[N:25]([C:16]2[CH:17]=[C:18]([C:21]([CH3:22])([CH3:23])[CH3:24])[CH:19]=[CH:20][C:15]=2[O:14][CH3:13])[C:26]([NH2:27])=[N:28][C:29]([NH2:31])=[N:30]1)[CH2:3][CH2:4][CH2:5][CH2:6][CH2:7][CH2:8][CH3:9]. The catalyst class is: 8. (2) Reactant: C([O-])(=O)C.[Na+].Br[CH:7]([C:11]1[CH:16]=[CH:15][C:14]([Cl:17])=[CH:13][CH:12]=1)[C:8]([O-:10])=[O:9].[CH3:18][O:19][C:20]1[CH:26]=[CH:25][C:24]([CH2:27][S:28]([CH2:31][CH2:32][C:33]2[C:38]([O:39][CH3:40])=[CH:37][C:36]([O:41][CH3:42])=[CH:35][C:34]=2[O:43][CH3:44])(=[O:30])=[O:29])=[CH:23][C:21]=1[NH2:22].C(Cl)(Cl)Cl.CO. Product: [Cl:17][C:14]1[CH:15]=[CH:16][C:11]([CH:7]([NH:22][C:21]2[CH:23]=[C:24]([CH2:27][S:28]([CH2:31][CH2:32][C:33]3[C:34]([O:43][CH3:44])=[CH:35][C:36]([O:41][CH3:42])=[CH:37][C:38]=3[O:39][CH3:40])(=[O:30])=[O:29])[CH:25]=[CH:26][C:20]=2[O:19][CH3:18])[C:8]([OH:10])=[O:9])=[CH:12][CH:13]=1. The catalyst class is: 8. (3) Reactant: [CH3:1][O:2][C:3]1[CH:10]=[N:9][CH:8]=[CH:7][C:4]=1[C:5]#[N:6].N. Product: [CH3:1][O:2][C:3]1[CH:10]=[N:9][CH:8]=[CH:7][C:4]=1[CH2:5][NH2:6]. The catalyst class is: 29. (4) Reactant: [N+:1]([C:4]1[CH:12]=[C:11]2[C:7]([C:8]([C:13]3[CH2:18][CH2:17][C:16](=O)[CH2:15][CH:14]=3)=[CH:9][NH:10]2)=[CH:6][CH:5]=1)([O-:3])=[O:2].CC(O)=O.[CH:24]([NH2:27])([CH3:26])[CH3:25].[BH-](OC(C)=O)(OC(C)=O)OC(C)=O.[Na+].[OH-].[Na+]. Product: [CH:24]([NH:27][CH:16]1[CH2:17][CH2:18][C:13]([C:8]2[C:7]3[C:11](=[CH:12][C:4]([N+:1]([O-:3])=[O:2])=[CH:5][CH:6]=3)[NH:10][CH:9]=2)=[CH:14][CH2:15]1)([CH3:26])[CH3:25]. The catalyst class is: 26. (5) Reactant: [CH3:1][O:2][C:3]1[CH:12]=[CH:11][C:10]2[C:5](=[CH:6][CH:7]=[C:8]([C:13]3[CH:18]=[CH:17][CH:16]=[C:15]([N+:19]([O-])=O)[CH:14]=3)[CH:9]=2)[CH:4]=1. Product: [CH3:1][O:2][C:3]1[CH:4]=[C:5]2[C:10](=[CH:11][CH:12]=1)[CH:9]=[C:8]([C:13]1[CH:14]=[C:15]([NH2:19])[CH:16]=[CH:17][CH:18]=1)[CH:7]=[CH:6]2. The catalyst class is: 123. (6) Reactant: [N:1]1[C:9]2[C:4](=[N:5][CH:6]=[CH:7][CH:8]=2)[N:3]([CH2:10][C:11]2[CH:27]=[CH:26][C:14]3[N:15]=[C:16]([NH:18][C@@H:19]4[CH2:24][CH2:23][CH2:22][CH2:21][C@H:20]4[OH:25])[S:17][C:13]=3[CH:12]=2)[CH:2]=1.[CH3:28][S:29](O)(=[O:31])=[O:30]. Product: [CH3:28][S:29]([O:25][C@@H:20]1[CH2:21][CH2:22][CH2:23][CH2:24][C@H:19]1[NH:18][C:16]1[S:17][C:13]2[CH:12]=[C:11]([CH2:10][N:3]3[C:4]4=[N:5][CH:6]=[CH:7][CH:8]=[C:9]4[N:1]=[CH:2]3)[CH:27]=[CH:26][C:14]=2[N:15]=1)(=[O:31])=[O:30]. The catalyst class is: 14. (7) Reactant: [H-].[Na+].[O:3]=[C:4]([CH:6]=[C:7]([CH3:9])[CH3:8])[CH3:5].[CH:10](OCC)=[O:11].C(O)C. Product: [OH:11][CH:10]=[CH:5][C:4](=[O:3])[CH:6]=[C:7]([CH3:9])[CH3:8]. The catalyst class is: 280. (8) Reactant: [C:1]([C:3]1[CH:8]=[C:7]([O:9][CH3:10])[C:6]([O:11][CH2:12][C@H:13]2[CH2:17][CH2:16][CH2:15][NH:14]2)=[CH:5][C:4]=1[N:18]=[CH:19][N:20]([CH3:22])[CH3:21])#[N:2].Br[CH2:24][CH2:25][O:26][C:27]([CH3:30])([CH3:29])[CH3:28].C(=O)([O-])[O-].[K+].[K+]. Product: [C:27]([O:26][CH2:25][CH2:24][N:14]1[CH2:15][CH2:16][CH2:17][C@@H:13]1[CH2:12][O:11][C:6]1[C:7]([O:9][CH3:10])=[CH:8][C:3]([C:1]#[N:2])=[C:4]([N:18]=[CH:19][N:20]([CH3:21])[CH3:22])[CH:5]=1)([CH3:30])([CH3:29])[CH3:28]. The catalyst class is: 9.